Dataset: Full USPTO retrosynthesis dataset with 1.9M reactions from patents (1976-2016). Task: Predict the reactants needed to synthesize the given product. (1) Given the product [F:3][C:4]([F:13])([S:9]([OH:1])(=[O:11])=[O:10])[C:5]([O-:7])=[O:6].[Na+:2], predict the reactants needed to synthesize it. The reactants are: [OH-:1].[Na+:2].[F:3][C:4]([F:13])([S:9](F)(=[O:11])=[O:10])[C:5]([O:7]C)=[O:6].Cl. (2) The reactants are: [N:1]1C=CC=CC=1.[Br:7][C:8]1[CH:13]=[CH:12][CH:11]=[CH:10][C:9]=1[S:14](Cl)(=[O:16])=[O:15]. Given the product [Br:7][C:8]1[CH:13]=[CH:12][CH:11]=[CH:10][C:9]=1[S:14]([NH2:1])(=[O:16])=[O:15], predict the reactants needed to synthesize it.